From a dataset of Full USPTO retrosynthesis dataset with 1.9M reactions from patents (1976-2016). Predict the reactants needed to synthesize the given product. Given the product [CH2:46]([C:58]1([O:11][C@H:12]([CH2:31][O:32][C:33](=[O:41])[CH2:34][CH2:35][CH2:36][CH2:37][CH2:38][CH2:39][CH3:40])[C@@H:13]([O:23][CH2:24][C:25]2[CH:30]=[CH:29][CH:28]=[CH:27][CH:26]=2)[C@:14]([CH2:16][C:17]2[CH:18]=[CH:19][CH:20]=[CH:21][CH:22]=2)([OH:15])[C@H:5]1[NH:4][C:1](=[O:3])[CH3:2])[OH:59])[CH:45]=[CH2:44], predict the reactants needed to synthesize it. The reactants are: [C:1]([NH:4][C@@H:5]1[C@@:14]([CH2:16][C:17]2[CH:22]=[CH:21][CH:20]=[CH:19][CH:18]=2)([OH:15])[C@H:13]([O:23][CH2:24][C:25]2[CH:30]=[CH:29][CH:28]=[CH:27][CH:26]=2)[C@@H:12]([CH2:31][O:32][C:33](=[O:41])[CH2:34][CH2:35][CH2:36][CH2:37][CH2:38][CH2:39][CH3:40])[O:11]C1OCC=C)(=[O:3])[CH3:2].N1(C2CCCCCCC2)CCC[CH2:46][CH2:45][CH2:44]N1.[CH3:58][OH:59].